Dataset: Forward reaction prediction with 1.9M reactions from USPTO patents (1976-2016). Task: Predict the product of the given reaction. (1) Given the reactants Br[C:2]1[CH:7]=[CH:6][C:5]([C@H:8]([NH2:12])[CH:9]([F:11])[F:10])=[CH:4][CH:3]=1.CC1(C)C(C)(C)OB([C:21]2[CH:26]=[CH:25][C:24]([C:27]3([C:30]([NH2:32])=[O:31])[CH2:29][CH2:28]3)=[CH:23][CH:22]=2)O1.C(=O)([O-])[O-].[Na+].[Na+], predict the reaction product. The product is: [NH2:12][C@@H:8]([C:5]1[CH:6]=[CH:7][C:2]([C:21]2[CH:26]=[CH:25][C:24]([C:27]3([C:30]([NH2:32])=[O:31])[CH2:29][CH2:28]3)=[CH:23][CH:22]=2)=[CH:3][CH:4]=1)[CH:9]([F:11])[F:10]. (2) Given the reactants [F:1][CH:2]([F:28])[S:3][C:4]1[CH:9]=[CH:8][C:7]([NH:10][C:11](=[O:27])[CH2:12][C:13]2[CH:18]=[CH:17][C:16]([NH:19]C(=O)OC(C)(C)C)=[CH:15][CH:14]=2)=[CH:6][CH:5]=1.[F:29][C:30]([F:35])([F:34])[C:31]([OH:33])=[O:32].ClCCl, predict the reaction product. The product is: [F:29][C:30]([F:35])([F:34])[C:31]([O-:33])=[O:32].[F:29][C:30]([F:35])([F:34])[C:31]([OH:33])=[O:32].[NH2:19][C:16]1[CH:17]=[CH:18][C:13]([CH2:12][C:11]([NH:10][C:7]2[CH:8]=[CH:9][C:4]([S:3][CH:2]([F:28])[F:1])=[CH:5][CH:6]=2)=[O:27])=[CH:14][CH:15]=1. (3) Given the reactants [NH2:1][CH2:2][CH2:3][CH2:4][OH:5].[C:6]([CH2:10][C:11](Cl)=[O:12])([CH3:9])([CH3:8])[CH3:7], predict the reaction product. The product is: [OH:5][CH2:4][CH2:3][CH2:2][NH:1][C:11](=[O:12])[CH2:10][C:6]([CH3:9])([CH3:8])[CH3:7]. (4) Given the reactants [N+:1]([C:4]1[CH:9]=[CH:8][C:7]([C:10]2[CH:11]=[N:12][CH:13]=[CH:14][CH:15]=2)=[CH:6][CH:5]=1)([O-])=O, predict the reaction product. The product is: [N:12]1[CH:13]=[CH:14][CH:15]=[C:10]([C:7]2[CH:8]=[CH:9][C:4]([NH2:1])=[CH:5][CH:6]=2)[CH:11]=1. (5) Given the reactants [CH3:1][N:2]([CH3:34])[C:3]([C:5]1[N:6]=[C:7]([CH:10]([CH2:16][C:17]2[CH:22]=[CH:21][C:20]([O:23][CH2:24][CH2:25][C:26]3[CH:31]=[CH:30][CH:29]=[C:28]([NH:32][CH3:33])[N:27]=3)=[CH:19][CH:18]=2)[CH2:11][C:12]([O:14]C)=[O:13])[O:8][CH:9]=1)=[O:4].C(OC(C1N=C(C(CC2C=CC(OCCC3C=CC=C(NC)N=3)=CC=2)CC(OC)=O)OC=1)=O)C1C=CC=CC=1, predict the reaction product. The product is: [CH3:34][N:2]([CH3:1])[C:3]([C:5]1[N:6]=[C:7]([CH:10]([CH2:16][C:17]2[CH:22]=[CH:21][C:20]([O:23][CH2:24][CH2:25][C:26]3[CH:31]=[CH:30][CH:29]=[C:28]([NH:32][CH3:33])[N:27]=3)=[CH:19][CH:18]=2)[CH2:11][C:12]([OH:14])=[O:13])[O:8][CH:9]=1)=[O:4]. (6) Given the reactants ClC1C=C(C2[CH:12]=[C:11]([CH2:13][NH:14][C:15](=[O:30])[C:16]3[CH:21]=[CH:20][C:19]([N:22]4[CH:26]=[C:25]([CH3:27])[N:24]=[CH:23]4)=[C:18]([O:28][CH3:29])[CH:17]=3)ON=2)C=CC=1.ClN1C(=O)CCC1=O.ClC1C=C(C=CC=1)C=NO, predict the reaction product. The product is: [CH3:29][O:28][C:18]1[CH:17]=[C:16]([CH:21]=[CH:20][C:19]=1[N:22]1[CH:26]=[C:25]([CH3:27])[N:24]=[CH:23]1)[C:15]([NH:14][CH2:13][C:11]#[CH:12])=[O:30]. (7) Given the reactants Br[C:2]1[CH:11]=[CH:10][C:9]2[N:8]=[CH:7][C:6]3[N:12]([CH3:24])[C:13](=[O:23])[N:14]([C:15]4[C:16]([CH3:22])=[N:17][N:18]([CH2:20][CH3:21])[CH:19]=4)[C:5]=3[C:4]=2[CH:3]=1.[OH:25][CH2:26][C:27]1[N:32]=[CH:31][C:30](B(O)O)=[CH:29][CH:28]=1, predict the reaction product. The product is: [CH2:20]([N:18]1[CH:19]=[C:15]([N:14]2[C:5]3[C:4]4[CH:3]=[C:2]([C:30]5[CH:31]=[N:32][C:27]([CH2:26][OH:25])=[CH:28][CH:29]=5)[CH:11]=[CH:10][C:9]=4[N:8]=[CH:7][C:6]=3[N:12]([CH3:24])[C:13]2=[O:23])[C:16]([CH3:22])=[N:17]1)[CH3:21]. (8) The product is: [C:34]([C:29]1[CH:30]=[CH:31][C:26]([NH:25][C:3]2[C:2]([F:1])=[C:14]([F:15])[C:13](/[CH:16]=[N:17]/[O:18][CH2:19][CH2:20][C:21](=[O:24])[NH:22][CH3:23])=[CH:12][C:4]=2[C:5]([NH:7][O:8][CH2:9][CH2:10][OH:11])=[O:6])=[C:27]([F:33])[CH:28]=1)#[CH:35]. Given the reactants [F:1][C:2]1[C:3]([NH:25][C:26]2[CH:31]=[CH:30][C:29](I)=[CH:28][C:27]=2[F:33])=[C:4]([CH:12]=[C:13]([CH:16]=[N:17][O:18][CH2:19][CH2:20][C:21](=[O:24])[NH:22][CH3:23])[C:14]=1[F:15])[C:5]([NH:7][O:8][CH2:9][CH2:10][OH:11])=[O:6].[C:34](C1C=CC(NC2C(F)=C(F)C(C=NOCCO)=CC=2C(NOCCO)=O)=C(F)C=1)#[CH:35].C(C1C=CC(NC2C(F)=C(F)C(/C=N/OCCO)=CC=2C(NOCCO)=O)=C(F)C=1)#C, predict the reaction product. (9) Given the reactants [Si:1]([O:8][CH2:9][CH2:10][CH2:11][CH2:12][C:13]1[CH:18]=[CH:17][C:16]([CH2:19][OH:20])=[CH:15][CH:14]=1)([C:4]([CH3:7])([CH3:6])[CH3:5])([CH3:3])[CH3:2].[C:21]([N:25]1[C:30](=[O:31])[C:29]([Cl:32])=[C:28](Cl)[CH:27]=[N:26]1)([CH3:24])([CH3:23])[CH3:22].C(=O)([O-])[O-].[Cs+].[Cs+], predict the reaction product. The product is: [C:21]([N:25]1[C:30](=[O:31])[C:29]([Cl:32])=[C:28]([O:20][CH2:19][C:16]2[CH:15]=[CH:14][C:13]([CH2:12][CH2:11][CH2:10][CH2:9][O:8][Si:1]([C:4]([CH3:7])([CH3:6])[CH3:5])([CH3:3])[CH3:2])=[CH:18][CH:17]=2)[CH:27]=[N:26]1)([CH3:24])([CH3:22])[CH3:23].